Dataset: Forward reaction prediction with 1.9M reactions from USPTO patents (1976-2016). Task: Predict the product of the given reaction. (1) The product is: [C:14]([C:3]1[N:4]=[C:5]([CH:8]2[CH2:9][CH2:10][N:11]([C:25]3[N:24]=[C:23]([O:22][C@H:20]([CH3:21])[CH2:19][O:18][CH3:17])[N:28]=[C:27]([C:29]([NH:31][CH2:32][C:33]([F:36])([F:35])[F:34])=[O:30])[CH:26]=3)[CH2:12][CH2:13]2)[CH:6]=[C:7]([N:48]([CH3:49])[CH3:47])[CH:2]=1)(=[O:15])[NH2:16]. Given the reactants N[C:2]1[C:3]([C:14]([NH2:16])=[O:15])=[N:4][C:5]([CH:8]2[CH2:13][CH2:12][NH:11][CH2:10][CH2:9]2)=[CH:6][CH:7]=1.[CH3:17][O:18][CH2:19][C@H:20]([O:22][C:23]1[N:28]=[C:27]([C:29]([NH:31][CH2:32][C:33]([F:36])([F:35])[F:34])=[O:30])[CH:26]=[C:25](S(C)(=O)=O)[N:24]=1)[CH3:21].C(=O)([O-])[O-].[K+].[K+].[CH3:47][N:48](C=O)[CH3:49], predict the reaction product. (2) Given the reactants [C:1]1([C:16]2[CH:21]=[CH:20][CH:19]=[CH:18][CH:17]=2)[CH:6]=[CH:5][CH:4]=[C:3]([C:7]2([CH2:14][NH2:15])[CH2:12][CH2:11][N:10]([CH3:13])[CH2:9][CH2:8]2)[CH:2]=1.[F:22][C:23]([F:39])([F:38])[C:24]1[O:28][N:27]=[C:26]([C:29]2[CH:30]=[C:31]([CH:35]=[CH:36][CH:37]=2)[C:32](O)=[O:33])[N:25]=1, predict the reaction product. The product is: [C:1]1([C:16]2[CH:21]=[CH:20][CH:19]=[CH:18][CH:17]=2)[CH:6]=[CH:5][CH:4]=[C:3]([C:7]2([CH2:14][NH:15][C:32](=[O:33])[C:31]3[CH:35]=[CH:36][CH:37]=[C:29]([C:26]4[N:25]=[C:24]([C:23]([F:39])([F:38])[F:22])[O:28][N:27]=4)[CH:30]=3)[CH2:8][CH2:9][N:10]([CH3:13])[CH2:11][CH2:12]2)[CH:2]=1. (3) Given the reactants [O:1]1CCO[CH:2]1[C:6]1[CH:7]=[C:8]([C:13]#[C:14][CH2:15][OH:16])[CH:9]=[C:10]([CH3:12])[CH:11]=1.C1(C)C=CC(S([O-])(=O)=O)=CC=1.[NH+]1C=CC=CC=1, predict the reaction product. The product is: [OH:16][CH2:15][C:14]#[C:13][C:8]1[CH:7]=[C:6]([CH:11]=[C:10]([CH3:12])[CH:9]=1)[CH:2]=[O:1]. (4) Given the reactants [Cl:1][C:2]1[CH:10]=[C:9]2[C:5]([C:6]([C:13]([OH:15])=O)=[CH:7][N:8]2[CH2:11][CH3:12])=[CH:4][CH:3]=1.C(Cl)(=O)C(Cl)=O.[NH2:22][C:23]1[S:24][CH:25]=[CH:26][N:27]=1.C(N(CC)CC)C, predict the reaction product. The product is: [S:24]1[CH:25]=[CH:26][N:27]=[C:23]1[NH:22][C:13]([C:6]1[C:5]2[C:9](=[CH:10][C:2]([Cl:1])=[CH:3][CH:4]=2)[N:8]([CH2:11][CH3:12])[CH:7]=1)=[O:15]. (5) Given the reactants C([O:3][C:4](=O)[CH2:5][C:6]([N:8]1[CH2:14][CH2:13][C:12]2[CH:15]=[C:16]([O:19][CH2:20][C:21]3[CH:26]=[CH:25][CH:24]=[C:23]([F:27])[CH:22]=3)[CH:17]=[CH:18][C:11]=2[CH2:10][CH2:9]1)=[O:7])C.Cl.FC1C=C(C=CC=1)COC1C=CC2CC[NH:42]CCC=2C=1.C(C(C(Cl)=O)C(Cl)=O)C, predict the reaction product. The product is: [F:27][C:23]1[CH:22]=[C:21]([CH:26]=[CH:25][CH:24]=1)[CH2:20][O:19][C:16]1[CH:17]=[CH:18][C:11]2[CH2:10][CH2:9][N:8]([C:6](=[O:7])[CH2:5][C:4]([NH2:42])=[O:3])[CH2:14][CH2:13][C:12]=2[CH:15]=1. (6) Given the reactants C(O)(C(F)(F)F)=O.[Cl:8][C:9]1[CH:14]=[CH:13][C:12]([CH:15]([NH:19][C:20]([C:22]2([NH:37]C(=O)OC(C)(C)C)[CH2:27][CH2:26][N:25]([C:28]3[C:29]4[CH:36]=[CH:35][NH:34][C:30]=4[N:31]=[CH:32][N:33]=3)[CH2:24][CH2:23]2)=[O:21])[CH2:16][CH2:17][OH:18])=[CH:11][CH:10]=1, predict the reaction product. The product is: [NH2:37][C:22]1([C:20]([NH:19][CH:15]([C:12]2[CH:11]=[CH:10][C:9]([Cl:8])=[CH:14][CH:13]=2)[CH2:16][CH2:17][OH:18])=[O:21])[CH2:23][CH2:24][N:25]([C:28]2[C:29]3[CH:36]=[CH:35][NH:34][C:30]=3[N:31]=[CH:32][N:33]=2)[CH2:26][CH2:27]1. (7) Given the reactants [Br:1][C:2]1[CH:7]=[CH:6][C:5]([N:8]2[CH:12]=[CH:11][CH:10]=[N:9]2)=[C:4]([N+:13]([O-])=O)[CH:3]=1.O.[Cl-].[NH4+], predict the reaction product. The product is: [Br:1][C:2]1[CH:7]=[CH:6][C:5]([N:8]2[CH:12]=[CH:11][CH:10]=[N:9]2)=[C:4]([CH:3]=1)[NH2:13]. (8) Given the reactants [Cl:1][C:2]1[CH:3]=[C:4]([C:9]2([C:24]([F:27])([F:26])[F:25])[CH2:13][C:12]([C:14]3[CH:22]=[CH:21][C:17]([C:18]([OH:20])=O)=[C:16]([CH3:23])[CH:15]=3)=[CH:11][S:10]2)[CH:5]=[C:6]([Cl:8])[CH:7]=1.CN(C([O:35][N:36]1N=N[C:38]2C=CC=N[C:37]1=2)=[N+](C)C)C.F[P-](F)(F)(F)(F)F.O=S1[CH2:56][CH:55]([NH2:57])[CH2:54]1.C(N(CC)CC)C.CN(C=[O:69])C, predict the reaction product. The product is: [Cl:8][C:6]1[CH:5]=[C:4]([C:9]2([C:24]([F:26])([F:25])[F:27])[CH2:13][C:12]([C:14]3[CH:22]=[CH:21][C:17]([C:18]([NH:57][C@@H:55]4[CH2:56][O:35][N:36]([CH2:37][CH3:38])[C:54]4=[O:69])=[O:20])=[C:16]([CH3:23])[CH:15]=3)=[CH:11][S:10]2)[CH:3]=[C:2]([Cl:1])[CH:7]=1.